From a dataset of Catalyst prediction with 721,799 reactions and 888 catalyst types from USPTO. Predict which catalyst facilitates the given reaction. (1) Reactant: [CH:1]([C:3]1[S:7][CH:6]=[C:5]([CH2:8][NH:9][CH2:10][C@@H:11]([OH:28])[C@@H:12]([NH:20][C:21](=[O:27])[O:22][C:23]([CH3:26])([CH3:25])[CH3:24])[CH2:13][C:14]2[CH:19]=[CH:18][CH:17]=[CH:16][CH:15]=2)[CH:4]=1)=[CH2:2]. Product: [CH2:1]([C:3]1[S:7][CH:6]=[C:5]([CH2:8][NH:9][CH2:10][C@@H:11]([OH:28])[C@@H:12]([NH:20][C:21](=[O:27])[O:22][C:23]([CH3:25])([CH3:24])[CH3:26])[CH2:13][C:14]2[CH:15]=[CH:16][CH:17]=[CH:18][CH:19]=2)[CH:4]=1)[CH3:2]. The catalyst class is: 50. (2) Reactant: Cl[C:2]1[C:7]2[C:8](=[O:22])[N:9]([CH2:11][C:12]3[CH:17]=[CH:16][C:15]([O:18][CH3:19])=[CH:14][C:13]=3[O:20][CH3:21])[CH2:10][C:6]=2[C:5]([F:23])=[C:4]([NH:24][C@H:25]([CH2:29][CH:30]([CH3:32])[CH3:31])[C:26]([NH2:28])=[O:27])[N:3]=1.C([Sn](CCCC)(CCCC)[C:38]1[O:39][CH:40]=[CH:41][CH:42]=1)CCC. Product: [CH3:21][O:20][C:13]1[CH:14]=[C:15]([O:18][CH3:19])[CH:16]=[CH:17][C:12]=1[CH2:11][N:9]1[CH2:10][C:6]2[C:5]([F:23])=[C:4]([NH:24][C@H:25]([CH2:29][CH:30]([CH3:32])[CH3:31])[C:26]([NH2:28])=[O:27])[N:3]=[C:2]([C:38]3[O:39][CH:40]=[CH:41][CH:42]=3)[C:7]=2[C:8]1=[O:22]. The catalyst class is: 109. (3) Reactant: [CH3:1][O:2][C:3]([C:5]1[NH:6][C:7]2[C:12]([C:13](=[O:15])[CH:14]=1)=[CH:11][C:10]([F:16])=[CH:9][C:8]=2[Br:17])=[O:4].[C:18]([O-])([O-])=O.[K+].[K+].CI.O. Product: [CH3:1][O:2][C:3]([C:5]1[CH:14]=[C:13]([O:15][CH3:18])[C:12]2[C:7](=[C:8]([Br:17])[CH:9]=[C:10]([F:16])[CH:11]=2)[N:6]=1)=[O:4]. The catalyst class is: 16.